This data is from Reaction yield outcomes from USPTO patents with 853,638 reactions. The task is: Predict the reaction yield, written as a fraction of the theoretical maximum amount of product (1.0 means a 100% yield; for example, 0.34 means a 34% yield). (1) The reactants are [Br:1][C:2]1[CH:7]=[C:6]([F:8])[C:5]([F:9])=[CH:4][C:3]=1[OH:10].C(=O)([O-])[O-].[K+].[K+].CO[CH:19](OC)[CH2:20]Br.[I-].[Na+]. The catalyst is CN(C)C=O.ClC1C=CC=CC=1. The product is [Br:1][C:2]1[C:3]2[O:10][CH:20]=[CH:19][C:4]=2[C:5]([F:9])=[C:6]([F:8])[CH:7]=1. The yield is 0.200. (2) The reactants are [N+:1]([C:4]1[C:10]([N:11]2[CH2:16][CH2:15][CH2:14][CH2:13][CH2:12]2)=[CH:9][CH:8]=[CH:7][C:5]=1[NH2:6])([O-])=O. The catalyst is CO.[Pd]. The product is [N:11]1([C:10]2[CH:9]=[CH:8][CH:7]=[C:5]([NH2:6])[C:4]=2[NH2:1])[CH2:12][CH2:13][CH2:14][CH2:15][CH2:16]1. The yield is 0.760. (3) The reactants are [NH2:1][C:2]1[S:3][C@:4]2([CH2:28]O)[C@H:6]([C@:7]([C:10]3[CH:11]=[C:12]([NH:18][C:19](=[O:27])[C:20]4[CH:25]=[CH:24][C:23]([Cl:26])=[CH:22][N:21]=4)[CH:13]=[C:14]([F:17])[C:15]=3[F:16])([CH3:9])[N:8]=1)[CH2:5]2.C(=O)=O.CC(C)=O.C(N(S(F)(F)[F:43])CC)C.C([O-])(O)=O.[Na+]. The catalyst is C(Cl)Cl. The product is [NH2:1][C:2]1[S:3][C@:4]2([CH2:28][F:43])[C@H:6]([C@:7]([C:10]3[CH:11]=[C:12]([NH:18][C:19](=[O:27])[C:20]4[CH:25]=[CH:24][C:23]([Cl:26])=[CH:22][N:21]=4)[CH:13]=[C:14]([F:17])[C:15]=3[F:16])([CH3:9])[N:8]=1)[CH2:5]2. The yield is 0.410. (4) The reactants are [I-].[K+].[CH2:3]([C@:5]1([OH:37])[CH2:29][C@@H:9]2[CH2:10][CH2:11][CH2:12][C:13]3[C:14](=[CH:15][C:16]4[CH:17]=[N:18][N:19]([C:22]5[CH:27]=[CH:26][C:25]([F:28])=[CH:24][CH:23]=5)[C:20]=4[CH:21]=3)[C@:8]2([CH2:30][C:31]2[CH:36]=[CH:35][CH:34]=[CH:33][N:32]=2)[CH2:7][CH2:6]1)[CH3:4].[O:38](C(C)(C)C)O. The catalyst is CC#N. The product is [CH2:3]([C@:5]1([OH:37])[CH2:29][C@@H:9]2[CH2:10][CH2:11][C:12](=[O:38])[C:13]3[C:14](=[CH:15][C:16]4[CH:17]=[N:18][N:19]([C:22]5[CH:23]=[CH:24][C:25]([F:28])=[CH:26][CH:27]=5)[C:20]=4[CH:21]=3)[C@:8]2([CH2:30][C:31]2[CH:36]=[CH:35][CH:34]=[CH:33][N:32]=2)[CH2:7][CH2:6]1)[CH3:4]. The yield is 0.0600.